The task is: Predict the reactants needed to synthesize the given product.. This data is from Full USPTO retrosynthesis dataset with 1.9M reactions from patents (1976-2016). The reactants are: [C:1]([N:4]1[CH2:9][CH2:8][N:7]([C:10]2[C:11]([C:24]3[CH:29]=[CH:28][C:27]([F:30])=[CH:26][CH:25]=3)=[N:12][C:13]3[C:18]([N:19]=2)=[CH:17][C:16]([C:20]([O:22]C)=[O:21])=[CH:15][CH:14]=3)[CH2:6][CH2:5]1)(=[O:3])[CH3:2].[OH-].[Na+]. Given the product [C:1]([N:4]1[CH2:5][CH2:6][N:7]([C:10]2[C:11]([C:24]3[CH:25]=[CH:26][C:27]([F:30])=[CH:28][CH:29]=3)=[N:12][C:13]3[C:18]([N:19]=2)=[CH:17][C:16]([C:20]([OH:22])=[O:21])=[CH:15][CH:14]=3)[CH2:8][CH2:9]1)(=[O:3])[CH3:2], predict the reactants needed to synthesize it.